Dataset: Reaction yield outcomes from USPTO patents with 853,638 reactions. Task: Predict the reaction yield, written as a fraction of the theoretical maximum amount of product (1.0 means a 100% yield; for example, 0.34 means a 34% yield). (1) The reactants are [OH:1][CH2:2][C:3]([CH3:9])([CH3:8])[C:4]([O:6][CH3:7])=[O:5].[CH3:10][C:11]([Si:14](Cl)([CH3:16])[CH3:15])([CH3:13])[CH3:12].N1C=CN=C1.CN(C=O)C. The catalyst is O. The product is [Si:14]([O:1][CH2:2][C:3]([CH3:9])([CH3:8])[C:4]([O:6][CH3:7])=[O:5])([C:11]([CH3:13])([CH3:12])[CH3:10])([CH3:16])[CH3:15]. The yield is 1.03. (2) The reactants are [Br:1][C:2]1[CH:3]=[C:4]2[C:9](=[CH:10][CH:11]=1)[C:8]([Cl:12])=[C:7]([OH:13])[CH:6]=[CH:5]2.C([O-])([O-])=O.[K+].[K+].Br[CH2:21][CH2:22][NH:23]C(=O)OC(C)(C)C.CCCCCC.C(OCC)(=O)C. The catalyst is C(#N)C. The product is [Cl-:12].[Br:1][C:2]1[CH:3]=[C:4]2[C:9](=[CH:10][CH:11]=1)[C:8]([Cl:12])=[C:7]([O:13][CH2:21][CH2:22][NH3+:23])[CH:6]=[CH:5]2. The yield is 0.690. (3) The reactants are [NH2:1][C:2]([CH3:7])([CH3:6])[C:3]([OH:5])=[O:4].S(Cl)([Cl:10])=O.[CH2:12](O)[CH3:13]. No catalyst specified. The product is [ClH:10].[CH2:12]([O:4][C:3](=[O:5])[C:2]([NH2:1])([CH3:7])[CH3:6])[CH3:13]. The yield is 0.710.